From a dataset of Catalyst prediction with 721,799 reactions and 888 catalyst types from USPTO. Predict which catalyst facilitates the given reaction. (1) The catalyst class is: 2. Product: [Cl:1][C:23](=[N:22][NH:21][C:18]1[CH:19]=[CH:20][C:15]([O:14][C:13]([F:34])([F:35])[F:12])=[CH:16][CH:17]=1)[C:24]1[CH:33]=[CH:32][C:27]([C:28]([O:30][CH3:31])=[O:29])=[CH:26][CH:25]=1. Reactant: [Cl:1]N1C(=O)CCC1=O.CSC.[F:12][C:13]([F:35])([F:34])[O:14][C:15]1[CH:20]=[CH:19][C:18]([NH:21]/[N:22]=[CH:23]/[C:24]2[CH:33]=[CH:32][C:27]([C:28]([O:30][CH3:31])=[O:29])=[CH:26][CH:25]=2)=[CH:17][CH:16]=1. (2) Reactant: C(N(CC)CC)C.[CH2:8]=[C:9]1[C:17]2[CH:16]=[CH:15][CH:14]=[CH:13][C:12]=2[CH:11]2[CH2:18][C:10]12[C:19]([O:21][CH2:22][CH3:23])=[O:20]. Product: [CH3:8][CH:9]1[C:17]2[CH:16]=[CH:15][CH:14]=[CH:13][C:12]=2[CH:11]2[CH2:18][C:10]12[C:19]([O:21][CH2:22][CH3:23])=[O:20]. The catalyst class is: 5.